This data is from Reaction yield outcomes from USPTO patents with 853,638 reactions. The task is: Predict the reaction yield, written as a fraction of the theoretical maximum amount of product (1.0 means a 100% yield; for example, 0.34 means a 34% yield). (1) The reactants are [CH3:1][C:2]1[C:16](=[O:17])[N:15]=[C:14]2[N:4]([C@@H:5]3[O:9][C@H:8]([CH2:10][OH:11])[C@@H:7]([OH:12])[C@@H:6]3[O:13]2)[CH:3]=1.[CH3:18][O:19][CH2:20][CH2:21][O:22]B([O:22][CH2:21][CH2:20][O:19][CH3:18])[O:22][CH2:21][CH2:20][O:19][CH3:18]. The catalyst is COCCO. The product is [CH3:18][O:19][CH2:20][CH2:21][O:22][C@@H:6]1[C@H:7]([OH:12])[C@@H:8]([CH2:10][OH:11])[O:9][C@H:5]1[N:4]1[CH:3]=[C:2]([CH3:1])[C:16](=[O:17])[NH:15][C:14]1=[O:13]. The yield is 0.630. (2) The reactants are [N:1]1[CH:6]=[CH:5][CH:4]=[CH:3][C:2]=1[C:7]1[O:8][C:9]2[CH2:14][CH2:13][N:12]([C:15]3C=C(C=CC=3)C#N)[CH2:11][C:10]=2[N:23]=1.BrC1[S:26][CH:27]=[CH:28][N:29]=1. No catalyst specified. The product is [N:1]1[CH:6]=[CH:5][CH:4]=[CH:3][C:2]=1[C:7]1[O:8][C:9]2[CH2:14][CH2:13][N:12]([C:15]3[S:26][CH:27]=[CH:28][N:29]=3)[CH2:11][C:10]=2[N:23]=1. The yield is 0.210. (3) The reactants are Br[CH2:2][CH2:3][CH2:4][C:5]([NH:7][C:8]1[CH:16]=[CH:15][CH:14]=[CH:13][C:9]=1[C:10]([NH2:12])=[O:11])=[O:6].Cl.[C:18]1([C:24]2[CH2:25][CH2:26][CH2:27][NH:28][CH2:29][CH:30]=2)[CH:23]=[CH:22][CH:21]=[CH:20][CH:19]=1.Cl.[C:32]1([C:38]2[CH2:39][CH2:40][NH:41][CH2:42][CH2:43][CH:44]=2)[CH:37]=[CH:36][CH:35]=[CH:34][CH:33]=1. No catalyst specified. The product is [C:18]1([C:24]2[CH2:30][CH2:29][N:28]([CH2:2][CH2:3][CH2:4][C:5]([NH:7][C:8]3[CH:16]=[CH:15][CH:14]=[CH:13][C:9]=3[C:10]([NH2:12])=[O:11])=[O:6])[CH2:27][CH2:26][CH:25]=2)[CH:23]=[CH:22][CH:21]=[CH:20][CH:19]=1.[C:32]1([C:38]2[CH2:44][CH2:43][CH2:42][N:41]([CH2:2][CH2:3][CH2:4][C:5]([NH:7][C:8]3[CH:16]=[CH:15][CH:14]=[CH:13][C:9]=3[C:10]([NH2:12])=[O:11])=[O:6])[CH2:40][CH:39]=2)[CH:37]=[CH:36][CH:35]=[CH:34][CH:33]=1. The yield is 0.251. (4) The reactants are [F:1][C:2]1[CH:7]=[CH:6][C:5]([C:8]2[S:9][C:10]([C:13]([C:15]3[CH:20]=[CH:19][N:18]=[CH:17][CH:16]=3)=[O:14])=[CH:11][N:12]=2)=[CH:4][CH:3]=1.[CH:21]([Mg]Br)([CH3:23])[CH3:22]. The catalyst is C1COCC1. The product is [F:1][C:2]1[CH:3]=[CH:4][C:5]([C:8]2[S:9][C:10]([C:13]([C:15]3[CH:16]=[CH:17][N:18]=[CH:19][CH:20]=3)([OH:14])[CH:21]([CH3:23])[CH3:22])=[CH:11][N:12]=2)=[CH:6][CH:7]=1. The yield is 0.200. (5) The reactants are [OH:1][C@@H:2]([C:7]1[C:19]([CH3:20])=[CH:18][N:10]2[N:11]=[C:12]3[C:17]([CH:16]=[CH:15][CH:14]=[CH:13]3)=[C:9]2[C:8]=1[O:21][S:22]([C:25]([F:28])([F:27])[F:26])(=[O:24])=[O:23])[C:3]([O:5][CH3:6])=[O:4].C(O[C:33]([CH3:36])([CH3:35])[CH3:34])(=O)C.Cl(O)(=O)(=O)=O. The catalyst is C(Cl)Cl.CCOCC. The product is [C:33]([O:1][C@@H:2]([C:7]1[C:19]([CH3:20])=[CH:18][N:10]2[N:11]=[C:12]3[C:17]([CH:16]=[CH:15][CH:14]=[CH:13]3)=[C:9]2[C:8]=1[O:21][S:22]([C:25]([F:26])([F:27])[F:28])(=[O:24])=[O:23])[C:3]([O:5][CH3:6])=[O:4])([CH3:36])([CH3:35])[CH3:34]. The yield is 0.0862. (6) The reactants are [N+:1]([C:4]1[CH:9]=[CH:8][C:7]([C:10]2[CH:15]=[CH:14][C:13]([CH2:16][CH2:17][CH2:18][CH2:19][CH2:20][CH2:21][CH2:22][CH3:23])=[CH:12][CH:11]=2)=[CH:6][CH:5]=1)([O-])=O.C1COCC1. The catalyst is [Pd].C(O)C. The product is [CH2:16]([C:13]1[CH:14]=[CH:15][C:10]([C:7]2[CH:8]=[CH:9][C:4]([NH2:1])=[CH:5][CH:6]=2)=[CH:11][CH:12]=1)[CH2:17][CH2:18][CH2:19][CH2:20][CH2:21][CH2:22][CH3:23]. The yield is 0.670. (7) The reactants are [F:1][C:2]1[CH:7]=[CH:6][C:5]([C:8]2[N:12]([CH3:13])[N:11]=[CH:10][C:9]=2/[CH:14]=[CH:15]\[C:16]([O:18]C)=[O:17])=[CH:4][CH:3]=1.[OH-].[Na+].Cl. The product is [F:1][C:2]1[CH:3]=[CH:4][C:5]([C:8]2[N:12]([CH3:13])[N:11]=[CH:10][C:9]=2/[CH:14]=[CH:15]\[C:16]([OH:18])=[O:17])=[CH:6][CH:7]=1. The catalyst is CO. The yield is 0.780. (8) The reactants are [CH3:1][S:2][C:3]1[N:8]=[CH:7][C:6]2=[CH:9][CH:10]=[C:11]([C:12]3[CH:17]=[CH:16][CH:15]=[CH:14][CH:13]=3)[N:5]2[N:4]=1.O1CCCC1.CO.[Br:25]N1C(=O)CCC1=O. The product is [Br:25][C:9]1[CH:10]=[C:11]([C:12]2[CH:13]=[CH:14][CH:15]=[CH:16][CH:17]=2)[N:5]2[C:6]=1[CH:7]=[N:8][C:3]([S:2][CH3:1])=[N:4]2. The yield is 0.870. No catalyst specified.